This data is from Peptide-MHC class I binding affinity with 185,985 pairs from IEDB/IMGT. The task is: Regression. Given a peptide amino acid sequence and an MHC pseudo amino acid sequence, predict their binding affinity value. This is MHC class I binding data. (1) The peptide sequence is LLSNFGAPSY. The MHC is HLA-A29:02 with pseudo-sequence HLA-A29:02. The binding affinity (normalized) is 0.396. (2) The peptide sequence is YWMGGTTYF. The MHC is HLA-B08:03 with pseudo-sequence HLA-B08:03. The binding affinity (normalized) is 0.0847.